From a dataset of Reaction yield outcomes from USPTO patents with 853,638 reactions. Predict the reaction yield, written as a fraction of the theoretical maximum amount of product (1.0 means a 100% yield; for example, 0.34 means a 34% yield). (1) The reactants are [Cl-].O[NH3+:3].[C:4](=[O:7])([O-])[OH:5].[Na+].CS(C)=O.[CH3:13][C:14]1[N:15]([C:39]2[CH:40]=[CH:41][C:42]3[O:46][CH:45]([CH3:47])[CH2:44][C:43]=3[CH:48]=2)[C:16](=[O:38])[C:17]([CH2:23][C:24]2[CH:29]=[CH:28][C:27]([C:30]3[C:31]([C:36]#[N:37])=[CH:32][CH:33]=[CH:34][CH:35]=3)=[CH:26][CH:25]=2)=[C:18]([CH2:20][CH2:21][CH3:22])[N:19]=1. The catalyst is O.C(OCC)(=O)C. The product is [CH3:13][C:14]1[N:15]([C:39]2[CH:40]=[CH:41][C:42]3[O:46][CH:45]([CH3:47])[CH2:44][C:43]=3[CH:48]=2)[C:16](=[O:38])[C:17]([CH2:23][C:24]2[CH:25]=[CH:26][C:27]([C:30]3[CH:35]=[CH:34][CH:33]=[CH:32][C:31]=3[C:36]3[NH:3][C:4](=[O:7])[O:5][N:37]=3)=[CH:28][CH:29]=2)=[C:18]([CH2:20][CH2:21][CH3:22])[N:19]=1. The yield is 0.480. (2) The reactants are Cl[C:2]1[CH:11]=[CH:10][C:5]([C:6]([O:8][CH3:9])=[O:7])=[C:4]([N+:12]([O-:14])=[O:13])[CH:3]=1.[C:15]1(B(O)O)[CH:20]=[CH:19][CH:18]=[CH:17][CH:16]=1.[F-].[Cs+].O. The catalyst is C(#N)C.C1CCC(P(C2CCCCC2)C2CCCCC2)CC1.C1CCC(P(C2CCCCC2)C2CCCCC2)CC1.Cl[Pd]Cl.CCCCCC.C(OCC)(=O)C. The product is [N+:12]([C:4]1[CH:3]=[C:2]([C:15]2[CH:20]=[CH:19][CH:18]=[CH:17][CH:16]=2)[CH:11]=[CH:10][C:5]=1[C:6]([O:8][CH3:9])=[O:7])([O-:14])=[O:13]. The yield is 0.800. (3) The reactants are [Br:1][C:2]1[CH:7]=[CH:6][C:5]([CH2:8][C:9](N)=[O:10])=[C:4]([F:12])[CH:3]=1.[OH-:13].[Na+]. No catalyst specified. The product is [Br:1][C:2]1[CH:7]=[CH:6][C:5]([CH2:8][C:9]([OH:13])=[O:10])=[C:4]([F:12])[CH:3]=1. The yield is 0.380.